This data is from Forward reaction prediction with 1.9M reactions from USPTO patents (1976-2016). The task is: Predict the product of the given reaction. (1) Given the reactants [CH3:1][O:2][C:3](=[O:45])[NH:4][C@H:5]([C:10]([NH:12][N:13]([CH2:37][C:38]1[CH:43]=[CH:42][C:41](Br)=[CH:40][CH:39]=1)[CH2:14][C@:15]([OH:36])([C:23](=[O:35])[NH:24][C@H:25]1[C:33]2[C:28](=[CH:29][CH:30]=[CH:31][CH:32]=2)[CH2:27][C@H:26]1[OH:34])[CH2:16][C:17]1[CH:22]=[CH:21][CH:20]=[CH:19][CH:18]=1)=[O:11])[C:6]([CH3:9])([CH3:8])[CH3:7].[C:46]([C:48]1[CH:49]=[N:50][CH:51]=[CH:52][CH:53]=1)#[CH:47].CCN(CC)CC.CN(C=O)C, predict the reaction product. The product is: [CH3:1][O:2][C:3](=[O:45])[NH:4][C@H:5]([C:10]([NH:12][N:13]([CH2:14][C@:15]([OH:36])([C:23](=[O:35])[NH:24][C@H:25]1[C:33]2[C:28](=[CH:29][CH:30]=[CH:31][CH:32]=2)[CH2:27][C@H:26]1[OH:34])[CH2:16][C:17]1[CH:22]=[CH:21][CH:20]=[CH:19][CH:18]=1)[CH2:37][C:38]1[CH:43]=[CH:42][C:41]([C:47]#[C:46][C:48]2[CH:49]=[N:50][CH:51]=[CH:52][CH:53]=2)=[CH:40][CH:39]=1)=[O:11])[C:6]([CH3:9])([CH3:8])[CH3:7]. (2) Given the reactants [Cl:1][C:2]1[CH:10]=[CH:9][CH:8]=[C:7]2[C:3]=1[C:4]([C:15]([OH:17])=O)=[CH:5][N:6]2[CH2:11][CH2:12][O:13][CH3:14].CN(C(ON1N=NC2C=CC=NC1=2)=[N+](C)C)C.F[P-](F)(F)(F)(F)F.[F:42][C:43]([F:59])([F:58])[C:44]1[CH:49]=[CH:48][C:47]([C:50]2([CH2:56][NH2:57])[CH2:55][CH2:54][O:53][CH2:52][CH2:51]2)=[CH:46][CH:45]=1.CCN(C(C)C)C(C)C, predict the reaction product. The product is: [Cl:1][C:2]1[CH:10]=[CH:9][CH:8]=[C:7]2[C:3]=1[C:4]([C:15]([NH:57][CH2:56][C:50]1([C:47]3[CH:48]=[CH:49][C:44]([C:43]([F:59])([F:42])[F:58])=[CH:45][CH:46]=3)[CH2:55][CH2:54][O:53][CH2:52][CH2:51]1)=[O:17])=[CH:5][N:6]2[CH2:11][CH2:12][O:13][CH3:14]. (3) Given the reactants [NH2:1][CH:2]1[CH2:7][CH2:6][NH:5][CH2:4][CH2:3]1.C(=O)C1C=CC=CC=1.[CH3:16][C:17]([O:20][C:21](O[C:21]([O:20][C:17]([CH3:19])([CH3:18])[CH3:16])=[O:22])=[O:22])([CH3:19])[CH3:18].N#N, predict the reaction product. The product is: [NH2:1][CH:2]1[CH2:7][CH2:6][N:5]([C:21]([O:20][C:17]([CH3:19])([CH3:18])[CH3:16])=[O:22])[CH2:4][CH2:3]1. (4) Given the reactants Cl[CH2:2][CH2:3][O:4][C:5]1[CH:10]=[CH:9][C:8]([CH:11]2[C:20]([C:21]3[C:22]([O:29][CH3:30])=[N:23][C:24]([O:27][CH3:28])=[N:25][CH:26]=3)=[C:19]([CH3:31])[C:18]3[C:13](=[CH:14][C:15]([O:32]COCC[Si](C)(C)C)=[CH:16][CH:17]=3)[O:12]2)=[CH:7][CH:6]=1.[NH:41]1[CH2:46][CH2:45][CH2:44][CH2:43][CH2:42]1, predict the reaction product. The product is: [CH3:28][O:27][C:24]1[N:23]=[C:22]([O:29][CH3:30])[C:21]([C:20]2[CH:11]([C:8]3[CH:9]=[CH:10][C:5]([O:4][CH2:3][CH2:2][N:41]4[CH2:46][CH2:45][CH2:44][CH2:43][CH2:42]4)=[CH:6][CH:7]=3)[O:12][C:13]3[C:18]([C:19]=2[CH3:31])=[CH:17][CH:16]=[C:15]([OH:32])[CH:14]=3)=[CH:26][N:25]=1. (5) Given the reactants [ClH:1].[F:2][C:3]([F:28])([F:27])[C:4]1[CH:5]=[C:6]([C:10]2[N:15]=[CH:14][C:13]([C@@H:16]3[CH2:18][C@H:17]3[NH:19]C(=O)OC(C)(C)C)=[CH:12][CH:11]=2)[CH:7]=[CH:8][CH:9]=1, predict the reaction product. The product is: [ClH:1].[ClH:1].[F:28][C:3]([F:2])([F:27])[C:4]1[CH:5]=[C:6]([C:10]2[N:15]=[CH:14][C:13]([C@@H:16]3[CH2:18][C@H:17]3[NH2:19])=[CH:12][CH:11]=2)[CH:7]=[CH:8][CH:9]=1. (6) Given the reactants [O:1]1[C:6]2[CH:7]=[CH:8][C:9]([CH2:11][N:12]([CH:20]3[CH2:25][CH2:24][N:23]([CH2:26][CH2:27][N:28]4[C:37]5[C:32](=[C:33]([C:40](=[O:43])[CH2:41][CH3:42])[CH:34]=[C:35]([O:38][CH3:39])[CH:36]=5)[CH:31]=[CH:30][C:29]4=[O:44])[CH2:22][CH2:21]3)C(=O)OC(C)(C)C)=[CH:10][C:5]=2[O:4][CH2:3][CH2:2]1.[ClH:45].C(OCC)(=O)C, predict the reaction product. The product is: [ClH:45].[O:1]1[C:6]2[CH:7]=[CH:8][C:9]([CH2:11][NH:12][CH:20]3[CH2:25][CH2:24][N:23]([CH2:26][CH2:27][N:28]4[C:37]5[C:32](=[C:33]([C:40](=[O:43])[CH2:41][CH3:42])[CH:34]=[C:35]([O:38][CH3:39])[CH:36]=5)[CH:31]=[CH:30][C:29]4=[O:44])[CH2:22][CH2:21]3)=[CH:10][C:5]=2[O:4][CH2:3][CH2:2]1.